Predict which catalyst facilitates the given reaction. From a dataset of Catalyst prediction with 721,799 reactions and 888 catalyst types from USPTO. (1) Reactant: [F:1][C:2]1[C:10]([F:11])=[C:9]2[C:5]([C:6]([CH:20]=O)=[C:7]([C:12]3[C:13]([CH3:19])=[N:14][N:15]([CH3:18])[C:16]=3[CH3:17])[NH:8]2)=[CH:4][C:3]=1[O:22][CH3:23].[CH3:24][NH:25][C:26]([NH:28][C:29]1[CH:30]=[CH:31][C:32]2[O:36][CH2:35][C:34](=[O:37])[C:33]=2[CH:38]=1)=[O:27].CCOC(C)=O. Product: [F:1][C:2]1[C:10]([F:11])=[C:9]2[C:5]([C:6](/[CH:20]=[C:35]3\[O:36][C:32]4[CH:31]=[CH:30][C:29]([NH:28][C:26]([NH:25][CH3:24])=[O:27])=[CH:38][C:33]=4[C:34]\3=[O:37])=[C:7]([C:12]3[C:13]([CH3:19])=[N:14][N:15]([CH3:18])[C:16]=3[CH3:17])[NH:8]2)=[CH:4][C:3]=1[O:22][CH3:23]. The catalyst class is: 422. (2) Reactant: [OH2:1].[H-].C[O:4]CCO[Al+]OCCOC.[Na+].[H-].[Cl:16][C:17]1[C:18](=[O:38])[NH:19][C:20](/[C:23](/[C:30]2[CH:35]=[CH:34][C:33]([S:36][CH3:37])=[CH:32][CH:31]=2)=[CH:24]/[CH:25]2[CH2:29][CH2:28][CH2:27][CH2:26]2)=[CH:21][CH:22]=1. Product: [Cl:16][C:17]1[C:18](=[O:38])[NH:19][C:20](/[C:23](/[C:30]2[CH:35]=[CH:34][C:33]([S:36]([CH3:37])(=[O:4])=[O:1])=[CH:32][CH:31]=2)=[CH:24]/[CH:25]2[CH2:29][CH2:28][CH2:27][CH2:26]2)=[CH:21][CH:22]=1. The catalyst class is: 36.